From a dataset of Forward reaction prediction with 1.9M reactions from USPTO patents (1976-2016). Predict the product of the given reaction. (1) The product is: [CH2:1]([O:3][C:4](=[O:13])[CH2:5][C:6]1[CH:11]=[CH:10][C:9]([S:12][CH2:14][CH3:15])=[CH:8][CH:7]=1)[CH3:2]. Given the reactants [CH2:1]([O:3][C:4](=[O:13])[CH2:5][C:6]1[CH:11]=[CH:10][C:9]([SH:12])=[CH:8][CH:7]=1)[CH3:2].[CH2:14](I)[CH3:15], predict the reaction product. (2) Given the reactants [Cl-].[Cl-].[Cl-].[Al+3].[C:5](Cl)(=[O:15])[C:6]1[CH:14]=[CH:13][CH:12]=[C:8]([C:9](Cl)=[O:10])[CH:7]=1.[F:17][C:18]1[CH:23]=[CH:22][CH:21]=[CH:20][CH:19]=1.[OH-].[Na+], predict the reaction product. The product is: [F:17][C:18]1[CH:23]=[CH:22][C:21]([C:5]([C:6]2[CH:14]=[CH:13][CH:12]=[C:8]([C:9](=[O:10])[C:21]3[CH:22]=[CH:23][C:18]([F:17])=[CH:19][CH:20]=3)[CH:7]=2)=[O:15])=[CH:20][CH:19]=1.